Dataset: Ames mutagenicity test results for genotoxicity prediction. Task: Regression/Classification. Given a drug SMILES string, predict its toxicity properties. Task type varies by dataset: regression for continuous values (e.g., LD50, hERG inhibition percentage) or binary classification for toxic/non-toxic outcomes (e.g., AMES mutagenicity, cardiotoxicity, hepatotoxicity). Dataset: ames. (1) The drug is COc1ccc(CCC(=O)c2c(O)cc(O[C@@H]3O[C@H](CO)[C@@H](O)[C@H](O)[C@H]3O[C@@H]3O[C@@H](C)[C@H](O)[C@@H](O)[C@H]3O)cc2O)cc1O. The result is 0 (non-mutagenic). (2) The compound is Cc1cc(O)c2c(c1)C(=O)c1cc(O)c(O)c(O)c1C2=O. The result is 0 (non-mutagenic). (3) The molecule is C[n+]1c2ccccc2cc2c(N)cccc21. The result is 1 (mutagenic). (4) The drug is c1ccc(Cc2ccc(CC3CO3)cc2)cc1. The result is 1 (mutagenic). (5) The molecule is O=C1CCC2(O)c3c(ccc(O)c31)-c1ccc(O)c3c1C2C1OC1C3=O. The result is 1 (mutagenic). (6) The drug is CNC(=O)N(C)N=O. The result is 1 (mutagenic). (7) The compound is N#CCCNCCC#N. The result is 0 (non-mutagenic). (8) The drug is O=c1ccc2ccc3occc3c2o1. The result is 0 (non-mutagenic).